Task: Predict the reaction yield, written as a fraction of the theoretical maximum amount of product (1.0 means a 100% yield; for example, 0.34 means a 34% yield).. Dataset: Reaction yield outcomes from USPTO patents with 853,638 reactions (1) The reactants are C([O:3][C:4](=[O:35])[C:5]([O:8][C:9]1[CH:10]=[C:11]2[CH:17]=[C:16]([CH:18]([C:25]3[CH:30]=[CH:29][C:28]([S:31]([CH3:34])(=[O:33])=[O:32])=[CH:27][CH:26]=3)[CH2:19][CH:20]3[CH2:24][CH2:23][CH2:22][CH2:21]3)[NH:15][C:12]2=[N:13][CH:14]=1)([CH3:7])[CH3:6])C.[OH-].[Li+]. The catalyst is O1CCCC1.O. The product is [CH:20]1([CH:19]=[C:18]([C:16]2[NH:15][C:12]3=[N:13][CH:14]=[C:9]([O:8][C:5]([CH3:6])([CH3:7])[C:4]([OH:35])=[O:3])[CH:10]=[C:11]3[CH:17]=2)[C:25]2[CH:30]=[CH:29][C:28]([S:31]([CH3:34])(=[O:33])=[O:32])=[CH:27][CH:26]=2)[CH2:24][CH2:23][CH2:22][CH2:21]1. The yield is 0.923. (2) The reactants are C([N:8]1[C@H:22]([CH3:23])[CH2:21][N:11]2[C:12](=[O:20])[C:13]3[CH:14]=[CH:15][CH:16]=[CH:17][C:18]=3[CH2:19][C@@H:10]2[CH2:9]1)C1C=CC=CC=1.[H][H]. The catalyst is [Pd].CO. The product is [CH3:23][C@@H:22]1[CH2:21][N:11]2[C:12](=[O:20])[C:13]3[CH:14]=[CH:15][CH:16]=[CH:17][C:18]=3[CH2:19][C@@H:10]2[CH2:9][NH:8]1. The yield is 0.830. (3) The reactants are Br[C:2]1[CH:3]=[C:4]2[C:9](=[N:10][CH:11]=1)[NH:8][C:7](=[O:12])[CH2:6][CH2:5]2.[CH3:13][N:14]([CH2:19][C:20]1[CH2:21][C:22]2[C:27]([C:28]=1[CH3:29])=[CH:26][CH:25]=[CH:24][CH:23]=2)[C:15](=[O:18])[CH:16]=[CH2:17].CCN(C(C)C)C(C)C. The catalyst is C(#N)CC.C([O-])(=O)C.[Pd+2].C([O-])(=O)C. The product is [CH3:13][N:14]([CH2:19][C:20]1[CH2:21][C:22]2[C:27]([C:28]=1[CH3:29])=[CH:26][CH:25]=[CH:24][CH:23]=2)[C:15](=[O:18])/[CH:16]=[CH:17]/[C:2]1[CH:11]=[N:10][C:9]2[NH:8][C:7](=[O:12])[CH2:6][CH2:5][C:4]=2[CH:3]=1. The yield is 0.410. (4) The reactants are [CH3:1][N:2]1[CH:6]=[C:5]([CH:7]=O)[CH:4]=[N:3]1.C(O)(=O)[CH2:10][C:11]([OH:13])=[O:12].N.Cl. The catalyst is N1CCCCC1.O.N1C=CC=CC=1. The product is [CH3:1][N:2]1[CH:6]=[C:5](/[CH:7]=[CH:10]/[C:11]([OH:13])=[O:12])[CH:4]=[N:3]1. The yield is 0.405. (5) The reactants are [Cl:1][C:2]1[CH:7]=[CH:6][CH:5]=[C:4]([Cl:8])[C:3]=1[NH:9][C:10]1[N:11]([CH3:26])[C:12]2[C:21]3[C:20](=[O:22])[NH:19][C:18]([CH3:23])=[C:17]([CH3:24])[C:16]=3[CH:15]=[CH:14][C:13]=2[N:25]=1.[Se](=O)=[O:28]. The catalyst is O1CCOCC1. The product is [Cl:8][C:4]1[CH:5]=[CH:6][CH:7]=[C:2]([Cl:1])[C:3]=1[NH:9][C:10]1[N:11]([CH3:26])[C:12]2[C:21]3[C:20](=[O:22])[NH:19][C:18]([CH:23]=[O:28])=[C:17]([CH3:24])[C:16]=3[CH:15]=[CH:14][C:13]=2[N:25]=1. The yield is 0.720. (6) The reactants are [C:1]([C:3]([C:9]#[N:10])=[C:4]([C:7]#[N:8])[C:5]#[N:6])#N.[CH2:11]([N:15]([CH2:31][CH2:32][CH2:33][CH3:34])[C:16]1[CH:21]=[CH:20][C:19]([CH:22]=[CH:23][C:24]2[S:25]C=[CH:27][CH:28]=2)=[C:18]([O:29][CH3:30])[CH:17]=1)[CH2:12][CH2:13][CH3:14]. The catalyst is CN(C)C=O. The product is [C:5]([C:4](=[C:3]([C:1]1[S:25][C:24]([CH:23]=[CH:22][C:19]2[CH:20]=[CH:21][C:16]([N:15]([CH2:31][CH2:32][CH2:33][CH3:34])[CH2:11][CH2:12][CH2:13][CH3:14])=[CH:17][C:18]=2[O:29][CH3:30])=[CH:28][CH:27]=1)[C:9]#[N:10])[C:7]#[N:8])#[N:6]. The yield is 0.418. (7) The reactants are [Br:1][C:2]1[C:3]([CH3:9])=[C:4]([CH:6]=[CH:7][CH:8]=1)[NH2:5].[CH2:10]([O:17][C:18]([NH:20][CH:21]([CH2:25][CH2:26][S:27][CH3:28])[C:22](O)=[O:23])=[O:19])[C:11]1[CH:16]=[CH:15][CH:14]=[CH:13][CH:12]=1.ON1C2N=CC=CC=2N=N1.C(N(C(C)C)CC)(C)C.C(Cl)CCl. The catalyst is C(#N)C.O.C(OCC)(=O)C. The product is [Br:1][C:2]1[C:3]([CH3:9])=[C:4]([NH:5][C:22](=[O:23])[CH:21]([NH:20][C:18](=[O:19])[O:17][CH2:10][C:11]2[CH:16]=[CH:15][CH:14]=[CH:13][CH:12]=2)[CH2:25][CH2:26][S:27][CH3:28])[CH:6]=[CH:7][CH:8]=1. The yield is 0.690. (8) The reactants are Cl[C:2]1[C:11]2[C:6](=[CH:7][C:8]([S:12]([O:15][C:16]3[C:21]([F:22])=[C:20]([F:23])[C:19]([F:24])=[C:18]([F:25])[C:17]=3[F:26])(=[O:14])=[O:13])=[CH:9][CH:10]=2)[CH:5]=[CH:4][N:3]=1.[Br:27][C:28]1[C:33]([F:34])=[CH:32][C:31](B(O)O)=[C:30]([O:38][CH3:39])[CH:29]=1. The catalyst is C1C=CC([P]([Pd]([P](C2C=CC=CC=2)(C2C=CC=CC=2)C2C=CC=CC=2)([P](C2C=CC=CC=2)(C2C=CC=CC=2)C2C=CC=CC=2)[P](C2C=CC=CC=2)(C2C=CC=CC=2)C2C=CC=CC=2)(C2C=CC=CC=2)C2C=CC=CC=2)=CC=1. The product is [Br:27][C:28]1[C:33]([F:34])=[CH:32][C:31]([C:2]2[C:11]3[C:6](=[CH:7][C:8]([S:12]([O:15][C:16]4[C:21]([F:22])=[C:20]([F:23])[C:19]([F:24])=[C:18]([F:25])[C:17]=4[F:26])(=[O:14])=[O:13])=[CH:9][CH:10]=3)[CH:5]=[CH:4][N:3]=2)=[C:30]([O:38][CH3:39])[CH:29]=1. The yield is 0.723. (9) The reactants are C(OC([N:8]([CH2:41][C:42]([O:44]C(C)(C)C)=[O:43])[C:9]1[CH:14]=[CH:13][CH:12]=[C:11]([CH:15]([CH2:26][C:27]2[CH:32]=[CH:31][C:30]([CH2:33][CH2:34][CH2:35][CH2:36][CH3:37])=[C:29]([N:38]([CH3:40])[CH3:39])[CH:28]=2)[NH:16][S:17]([C:20]2[CH:25]=[CH:24][CH:23]=[CH:22][N:21]=2)(=[O:19])=[O:18])[N:10]=1)=O)(C)(C)C.FC(F)(F)C(O)=O. The catalyst is C(Cl)Cl. The product is [CH3:40][N:38]([CH3:39])[C:29]1[CH:28]=[C:27]([CH:32]=[CH:31][C:30]=1[CH2:33][CH2:34][CH2:35][CH2:36][CH3:37])[CH2:26][CH:15]([NH:16][S:17]([C:20]1[CH:25]=[CH:24][CH:23]=[CH:22][N:21]=1)(=[O:19])=[O:18])[C:11]1[N:10]=[C:9]([NH:8][CH2:41][C:42]([OH:44])=[O:43])[CH:14]=[CH:13][CH:12]=1. The yield is 0.930.